This data is from Forward reaction prediction with 1.9M reactions from USPTO patents (1976-2016). The task is: Predict the product of the given reaction. (1) Given the reactants CCOC(/N=N/C(OCC)=O)=O.[C:13]([O:17][C:18](=[O:29])[NH:19][C@H:20]([CH2:27]O)[CH2:21][C:22]([CH3:26])([CH3:25])[CH:23]=[CH2:24])([CH3:16])([CH3:15])[CH3:14].[C:30]1(=[O:40])[NH:34][C:33](=[O:35])[C:32]2=[CH:36][CH:37]=[CH:38][CH:39]=[C:31]12.C1(P(C2C=CC=CC=2)C2C=CC=CC=2)C=CC=CC=1, predict the reaction product. The product is: [C:13]([O:17][C:18](=[O:29])[NH:19][C@H:20]([CH2:27][N:34]1[C:30](=[O:40])[C:31]2[C:32](=[CH:36][CH:37]=[CH:38][CH:39]=2)[C:33]1=[O:35])[CH2:21][C:22]([CH3:26])([CH3:25])[CH:23]=[CH2:24])([CH3:16])([CH3:15])[CH3:14]. (2) Given the reactants [O:1]1[C:6]2[CH:7]=[CH:8][C:9]([NH2:11])=[CH:10][C:5]=2[O:4][CH2:3][CH2:2]1.C[Si]([N-][Si](C)(C)C)(C)C.[Na+].[F:22][C:23]1[CH:30]=[CH:29][C:26]([C:27]#[N:28])=[CH:25][CH:24]=1.ClCCl, predict the reaction product. The product is: [O:1]1[C:6]2[CH:7]=[CH:8][C:9]([NH:11][C:27]([C:26]3[CH:29]=[CH:30][C:23]([F:22])=[CH:24][CH:25]=3)=[NH:28])=[CH:10][C:5]=2[O:4][CH2:3][CH2:2]1. (3) Given the reactants [CH3:1][C:2]1[N:3]=[C:4]([NH:12][C:13](=[O:15])[CH3:14])[S:5][C:6]=1[C:7]1[CH:8]=[N:9][NH:10][CH:11]=1.C(N1C=C(C2SC(NC(=O)C)=NC=2C)C=N1)C1C=CC=CC=1.[CH3:38][N:39]1[CH:43]=[C:42]([S:44](Cl)(=[O:46])=[O:45])[N:41]=[CH:40]1.C(N(CC)C(C)C)(C)C, predict the reaction product. The product is: [CH3:1][C:2]1[N:3]=[C:4]([NH:12][C:13](=[O:15])[CH3:14])[S:5][C:6]=1[C:7]1[CH:11]=[N:10][N:9]([S:44]([C:42]2[N:41]=[CH:40][N:39]([CH3:38])[CH:43]=2)(=[O:46])=[O:45])[CH:8]=1. (4) Given the reactants [CH3:1][C:2]1[CH:3]=[C:4]([CH2:18][C@@H:19]([O:35][C:36]([N:38]2[CH2:43][CH2:42][CH:41]([N:44]3[CH2:50][CH2:49][C:48]4[CH:51]=[CH:52][CH:53]=[CH:54][C:47]=4[NH:46][C:45]3=[O:55])[CH2:40][CH2:39]2)=[O:37])[C:20]([N:22]2[CH2:27][CH2:26][CH:25]([N:28]3[CH2:33][CH2:32][N:31]([CH3:34])[CH2:30][CH2:29]3)[CH2:24][CH2:23]2)=[O:21])[CH:5]=[C:6]2[C:10]=1[N:9](C(OC(C)(C)C)=O)[N:8]=[CH:7]2.C([O-])([O-])=O.[K+].[K+], predict the reaction product. The product is: [O:55]=[C:45]1[N:44]([CH:41]2[CH2:42][CH2:43][N:38]([C:36]([O:35][C@H:19]([CH2:18][C:4]3[CH:5]=[C:6]4[C:10](=[C:2]([CH3:1])[CH:3]=3)[NH:9][N:8]=[CH:7]4)[C:20]([N:22]3[CH2:27][CH2:26][CH:25]([N:28]4[CH2:29][CH2:30][N:31]([CH3:34])[CH2:32][CH2:33]4)[CH2:24][CH2:23]3)=[O:21])=[O:37])[CH2:39][CH2:40]2)[CH2:50][CH2:49][C:48]2[CH:51]=[CH:52][CH:53]=[CH:54][C:47]=2[NH:46]1.